From a dataset of NCI-60 drug combinations with 297,098 pairs across 59 cell lines. Regression. Given two drug SMILES strings and cell line genomic features, predict the synergy score measuring deviation from expected non-interaction effect. Drug 1: C1=CC(=CC=C1CCC2=CNC3=C2C(=O)NC(=N3)N)C(=O)NC(CCC(=O)O)C(=O)O. Drug 2: B(C(CC(C)C)NC(=O)C(CC1=CC=CC=C1)NC(=O)C2=NC=CN=C2)(O)O. Cell line: HCT-15. Synergy scores: CSS=40.7, Synergy_ZIP=0.901, Synergy_Bliss=0.488, Synergy_Loewe=0.549, Synergy_HSA=0.962.